This data is from Merck oncology drug combination screen with 23,052 pairs across 39 cell lines. The task is: Regression. Given two drug SMILES strings and cell line genomic features, predict the synergy score measuring deviation from expected non-interaction effect. Drug 1: CC1CC2C3CCC4=CC(=O)C=CC4(C)C3(F)C(O)CC2(C)C1(O)C(=O)CO. Drug 2: Cn1nnc2c(C(N)=O)ncn2c1=O. Cell line: OV90. Synergy scores: synergy=-9.60.